Dataset: Full USPTO retrosynthesis dataset with 1.9M reactions from patents (1976-2016). Task: Predict the reactants needed to synthesize the given product. (1) The reactants are: [CH2:1]([O:3][C:4]1[C:13]([NH2:14])=[C:12]2[C:7]([C:8]([CH2:15][C:16]3[CH:21]=[C:20]([O:22][CH3:23])[C:19]([O:24][CH3:25])=[C:18]([O:26][CH3:27])[CH:17]=3)=[CH:9][N:10]=[CH:11]2)=[CH:6][CH:5]=1)[CH3:2].[CH3:28]C(N(C(C)C)CC1C=CC=CC=1)C.C=CC1C=CC=CC=1.C=CC1C=CC(C=C)=CC=1.CI.C(Cl)[Cl:63]. Given the product [Cl-:63].[NH2:14][C:13]1[C:4]([O:3][CH2:1][CH3:2])=[CH:5][CH:6]=[C:7]2[C:12]=1[CH:11]=[N+:10]([CH3:28])[CH:9]=[C:8]2[CH2:15][C:16]1[CH:17]=[C:18]([O:26][CH3:27])[C:19]([O:24][CH3:25])=[C:20]([O:22][CH3:23])[CH:21]=1, predict the reactants needed to synthesize it. (2) Given the product [OH:1][C:2]1[CH:13]=[CH:12][C:5]([O:6][C@H:7]([CH3:11])[C:8]([Cl:16])=[O:9])=[CH:4][CH:3]=1, predict the reactants needed to synthesize it. The reactants are: [OH:1][C:2]1[CH:13]=[CH:12][C:5]([O:6][C@H:7]([CH3:11])[C:8](O)=[O:9])=[CH:4][CH:3]=1.S(Cl)([Cl:16])=O. (3) Given the product [CH:1]1([C:4]2[CH:5]=[CH:6][C:7]([C:15]([NH:27][C@@H:20]([C:21]3[CH:22]=[N:23][CH:24]=[CH:25][CH:26]=3)[C:19]([F:18])([F:28])[F:29])=[O:17])=[N:8][C:9]=2[O:10][CH2:11][CH:12]2[CH2:13][CH2:14]2)[CH2:2][CH2:3]1, predict the reactants needed to synthesize it. The reactants are: [CH:1]1([C:4]2[CH:5]=[CH:6][C:7]([C:15]([OH:17])=O)=[N:8][C:9]=2[O:10][CH2:11][CH:12]2[CH2:14][CH2:13]2)[CH2:3][CH2:2]1.[F:18][C:19]([F:29])([F:28])[C@@H:20]([NH2:27])[C:21]1[CH:22]=[N:23][CH:24]=[CH:25][CH:26]=1. (4) Given the product [CH:29]1([CH:9]([C:6]2[CH:7]=[CH:8][C:3]([CH2:2][N:1]3[CH2:42][C:37]4[C:38](=[CH:39][CH:34]=[CH:35][CH:36]=4)[C:40]3=[O:41])=[CH:4][CH:5]=2)[C:10]([NH:12][C:13]2[C:14]([CH3:28])=[C:15]([CH2:19][CH2:20][C:21]([O:23][C:24]([CH3:25])([CH3:26])[CH3:27])=[O:22])[CH:16]=[CH:17][CH:18]=2)=[O:11])[CH2:30][CH2:31][CH2:32][CH2:33]1, predict the reactants needed to synthesize it. The reactants are: [NH2:1][CH2:2][C:3]1[CH:8]=[CH:7][C:6]([CH:9]([CH:29]2[CH2:33][CH2:32][CH2:31][CH2:30]2)[C:10]([NH:12][C:13]2[C:14]([CH3:28])=[C:15]([CH2:19][CH2:20][C:21]([O:23][C:24]([CH3:27])([CH3:26])[CH3:25])=[O:22])[CH:16]=[CH:17][CH:18]=2)=[O:11])=[CH:5][CH:4]=1.[CH:34]1[CH:39]=[C:38]([CH:40]=[O:41])[C:37]([CH:42]=O)=[CH:36][CH:35]=1.O. (5) The reactants are: [Br:1][C:2]1[CH:7]=[CH:6][C:5]([N+:8]([O-:10])=[O:9])=[C:4](F)[CH:3]=1.[O:12]1[CH2:17][CH2:16][CH:15]([N:18]2[CH2:23][CH2:22][CH:21]([NH2:24])[CH2:20][CH2:19]2)[CH2:14][CH2:13]1.C(N(C(C)C)CC)(C)C.ClCCl. Given the product [Br:1][C:2]1[CH:7]=[CH:6][C:5]([N+:8]([O-:10])=[O:9])=[C:4]([NH:24][CH:21]2[CH2:20][CH2:19][N:18]([CH:15]3[CH2:16][CH2:17][O:12][CH2:13][CH2:14]3)[CH2:23][CH2:22]2)[CH:3]=1, predict the reactants needed to synthesize it.